The task is: Predict which catalyst facilitates the given reaction.. This data is from Catalyst prediction with 721,799 reactions and 888 catalyst types from USPTO. (1) The catalyst class is: 5. Reactant: [Cl:1][C:2]1[N:11]=[C:10](Cl)[C:9]2[C:4](=[CH:5][CH:6]=[CH:7][C:8]=2[O:13][CH3:14])[N:3]=1.[CH3:15][O-:16].[Na+]. Product: [Cl:1][C:2]1[N:11]=[C:10]([O:16][CH3:15])[C:9]2[C:4](=[CH:5][CH:6]=[CH:7][C:8]=2[O:13][CH3:14])[N:3]=1. (2) Reactant: [CH3:1][C:2]1[O:3][C:4]2[C:10]([CH3:11])=[CH:9][C:8]([NH2:12])=[CH:7][C:5]=2[N:6]=1.[Cl:13][C:14]1[CH:19]=[C:18](Cl)[N:17]=[CH:16][N:15]=1. Product: [Cl:13][C:14]1[N:15]=[CH:16][N:17]=[C:18]([NH:12][C:8]2[CH:9]=[C:10]([CH3:11])[C:4]3[O:3][C:2]([CH3:1])=[N:6][C:5]=3[CH:7]=2)[CH:19]=1. The catalyst class is: 51. (3) Reactant: ClC(Cl)(O[C:5](=[O:11])OC(Cl)(Cl)Cl)Cl.Cl.[F:14][C:15]([F:36])([F:35])[C:16]1[CH:34]=[CH:33][CH:32]=[CH:31][C:17]=1[CH:18]([O:26][CH:27]1[CH2:30][NH:29][CH2:28]1)[C:19]1[CH:24]=[CH:23][C:22]([Cl:25])=[CH:21][CH:20]=1.C(N(CC)CC)C.[CH3:44][NH:45][CH2:46][C:47]1[CH:52]=[CH:51][CH:50]=[CH:49][CH:48]=1. Product: [F:36][C:15]([F:14])([F:35])[C:16]1[CH:34]=[CH:33][CH:32]=[CH:31][C:17]=1[CH:18]([O:26][CH:27]1[CH2:30][N:29]([C:5]([N:45]([CH3:44])[CH2:46][C:47]2[CH:52]=[CH:51][CH:50]=[CH:49][CH:48]=2)=[O:11])[CH2:28]1)[C:19]1[CH:24]=[CH:23][C:22]([Cl:25])=[CH:21][CH:20]=1. The catalyst class is: 4. (4) Reactant: [CH3:1][O:2][C:3]1[C:8]2[CH2:9][CH2:10][CH:11]([NH:14][CH2:15][CH2:16][O:17][CH3:18])[CH2:12][CH2:13][C:7]=2[CH:6]=[CH:5][C:4]=1[NH2:19].Cl[C:21]1[N:26]=[C:25]([NH:27][C@@H:28]2[C@@H:33]3[CH2:34][C@@H:30]([CH:31]=[CH:32]3)[C@@H:29]2[C:35]([NH2:37])=[O:36])[C:24]([Cl:38])=[CH:23][N:22]=1.Cl.O1CCOCC1.C(=O)(O)[O-].[Na+]. Product: [Cl:38][C:24]1[C:25]([NH:27][C@@H:28]2[C@@H:33]3[CH2:34][C@@H:30]([CH:31]=[CH:32]3)[C@@H:29]2[C:35]([NH2:37])=[O:36])=[N:26][C:21]([NH:19][C:4]2[CH:5]=[CH:6][C:7]3[CH2:13][CH2:12][CH:11]([NH:14][CH2:15][CH2:16][O:17][CH3:18])[CH2:10][CH2:9][C:8]=3[C:3]=2[O:2][CH3:1])=[N:22][CH:23]=1. The catalyst class is: 141. (5) Reactant: [NH2:1][C:2]1[CH:7]=[CH:6][C:5]([S:8]([NH:11][C:12]([CH3:15])([CH3:14])[CH3:13])(=[O:10])=[O:9])=[CH:4][CH:3]=1.[F:16][C:17]1[CH:18]=[C:19]([CH:22]=[CH:23][C:24]=1[O:25][CH3:26])[CH:20]=O. Product: [C:12]([NH:11][S:8]([C:5]1[CH:6]=[CH:7][C:2]([N:1]=[CH:20][C:19]2[CH:22]=[CH:23][C:24]([O:25][CH3:26])=[C:17]([F:16])[CH:18]=2)=[CH:3][CH:4]=1)(=[O:10])=[O:9])([CH3:15])([CH3:14])[CH3:13]. The catalyst class is: 11. (6) Product: [Br:40][C:38]1[S:37][C:36]2[C:41](=[O:42])[NH:43][C:14]([C@@H:13]3[C@H:12]4[CH2:17][C@H:9]([CH2:10][C@@H:11]4[OH:18])[N:8]3[C:6]([O:5][C:1]([CH3:4])([CH3:3])[CH3:2])=[O:7])=[N:34][C:35]=2[CH:39]=1. Reactant: [C:1]([O:5][C:6]([N:8]1[C@H:13]([C:14](O)=O)[C@H:12]2[CH2:17][C@@H:9]1[CH2:10][C@@H:11]2[OH:18])=[O:7])([CH3:4])([CH3:3])[CH3:2].C(N(CC)CC)C.C(Cl)(=O)OCC(C)C.[NH2:34][C:35]1[CH:39]=[C:38]([Br:40])[S:37][C:36]=1[C:41]([NH2:43])=[O:42]. The catalyst class is: 30. (7) Reactant: [Br:1][C:2]1[CH:11]=[CH:10][C:9]2[C:4](=[CH:5][C:6](Br)=[CH:7][CH:8]=2)[CH:3]=1.C([Li])CCC.[B:18](OC)([O:21]C)[O:19]C.Cl. Product: [Br:1][C:2]1[CH:3]=[C:4]2[C:9]([CH:8]=[CH:7][C:6]([B:18]([OH:21])[OH:19])=[CH:5]2)=[CH:10][CH:11]=1. The catalyst class is: 392.